From a dataset of Full USPTO retrosynthesis dataset with 1.9M reactions from patents (1976-2016). Predict the reactants needed to synthesize the given product. (1) Given the product [C:1]([O:5][C:6]([NH:8][C:9]([CH3:13])([CH3:12])[CH2:10][O:11][CH2:16][C:17]([OH:19])=[O:18])=[O:7])([CH3:4])([CH3:3])[CH3:2], predict the reactants needed to synthesize it. The reactants are: [C:1]([O:5][C:6]([NH:8][C:9]([CH3:13])([CH3:12])[CH2:10][OH:11])=[O:7])([CH3:4])([CH3:3])[CH3:2].[N+](=[CH:16][C:17]([O:19]CC)=[O:18])=[N-].C(=O)(O)[O-].[Na+]. (2) Given the product [CH2:32]([O:39][C:40]([NH:42][C@@H:43]1[CH2:49][CH2:48][CH2:47][N:46]([C:50]2[N:54]([CH3:55])[N:53]=[CH:52][C:51]=2[NH:56][C:57]([C:59]2[N:60]=[C:61]([C:72]3[CH:77]=[CH:76][CH:75]=[C:74]([CH:2]=[CH2:3])[C:73]=3[F:79])[S:62][C:63]=2[NH:64][C:65](=[O:71])[O:66][C:67]([CH3:70])([CH3:69])[CH3:68])=[O:58])[CH2:45][CH2:44]1)=[O:41])[C:33]1[CH:38]=[CH:37][CH:36]=[CH:35][CH:34]=1, predict the reactants needed to synthesize it. The reactants are: N[C:2]1SC(C2C=CC=C(Br)C=2F)=N[C:3]=1C(NC1C=NN(C)C=1N1CCC[C@@H](N)CC1)=O.[CH2:32]([O:39][C:40]([NH:42][C@@H:43]1[CH2:49][CH2:48][CH2:47][N:46]([C:50]2[N:54]([CH3:55])[N:53]=[CH:52][C:51]=2[NH:56][C:57]([C:59]2[N:60]=[C:61]([C:72]3[CH:77]=[CH:76][CH:75]=[C:74](Br)[C:73]=3[F:79])[S:62][C:63]=2[NH:64][C:65](=[O:71])[O:66][C:67]([CH3:70])([CH3:69])[CH3:68])=[O:58])[CH2:45][CH2:44]1)=[O:41])[C:33]1[CH:38]=[CH:37][CH:36]=[CH:35][CH:34]=1.CC1(C)C(C)(C)OB(C=C)O1.C([O-])([O-])=O.[Na+].[Na+].C([O-])(=O)C.[K+]. (3) Given the product [CH3:1][N:2]1[C:10]2[C:5](=[CH:6][CH:7]=[CH:8][CH:9]=2)[C:4]([CH3:11])=[C:3]1[C:12]([NH:14][C@H:15]([C:19]([NH:21][CH:22]([C:31](=[O:34])[CH2:32][F:33])[CH2:23][C:24]([OH:26])=[O:25])=[O:20])[CH:16]([CH3:17])[CH3:18])=[O:13], predict the reactants needed to synthesize it. The reactants are: [CH3:1][N:2]1[C:10]2[C:5](=[CH:6][CH:7]=[CH:8][CH:9]=2)[C:4]([CH3:11])=[C:3]1[C:12]([NH:14][C@H:15]([C:19]([NH:21][CH:22]([C:31](=[O:34])[CH2:32][F:33])[CH2:23][C:24]([O:26]C(C)(C)C)=[O:25])=[O:20])[CH:16]([CH3:18])[CH3:17])=[O:13].FC(F)(F)C(O)=O.